The task is: Predict the reactants needed to synthesize the given product.. This data is from Full USPTO retrosynthesis dataset with 1.9M reactions from patents (1976-2016). (1) Given the product [Cl:2][C:3]1[N:4]=[C:5]([N:19]2[CH2:20][CH2:21][O:22][CH2:23][CH2:24]2)[C:6]2[S:11][C:10]([CH2:12][N:13]3[CH2:18][CH2:17][N:16]([S:34]([CH2:32][CH3:33])(=[O:36])=[O:35])[CH2:15][CH2:14]3)=[CH:9][C:7]=2[N:8]=1, predict the reactants needed to synthesize it. The reactants are: Cl.[Cl:2][C:3]1[N:4]=[C:5]([N:19]2[CH2:24][CH2:23][O:22][CH2:21][CH2:20]2)[C:6]2[S:11][C:10]([CH2:12][N:13]3[CH2:18][CH2:17][NH:16][CH2:15][CH2:14]3)=[CH:9][C:7]=2[N:8]=1.C(N(CC)CC)C.[CH2:32]([S:34](Cl)(=[O:36])=[O:35])[CH3:33]. (2) Given the product [ClH:44].[F:30][C:4]1[CH:3]=[C:2]([S:32]([CH3:31])(=[O:34])=[O:33])[C:28]([F:29])=[CH:27][C:5]=1[O:6][CH:7]1[CH2:12][CH2:11][CH2:10][N:9]([CH:13]2[CH2:18][CH2:17][NH:16][CH2:15][CH2:14]2)[C:8]1=[O:26], predict the reactants needed to synthesize it. The reactants are: Br[C:2]1[C:28]([F:29])=[CH:27][C:5]([O:6][CH:7]2[CH2:12][CH2:11][CH2:10][N:9]([CH:13]3[CH2:18][CH2:17][N:16](C(OC(C)(C)C)=O)[CH2:15][CH2:14]3)[C:8]2=[O:26])=[C:4]([F:30])[CH:3]=1.[CH3:31][S:32]([O-:34])=[O:33].[Na+].[C@@H]1(N)CCCC[C@H]1N.[ClH:44]. (3) Given the product [CH2:1]([N:3]1[C:12]2[C:7](=[CH:8][C:9]([N+:13]([O-:15])=[O:14])=[CH:10][CH:11]=2)[C:6](=[O:16])[N:5]([CH2:27][CH2:21][CH2:22][O:24][CH3:25])[C:4]1=[O:17])[CH3:2], predict the reactants needed to synthesize it. The reactants are: [CH2:1]([N:3]1[C:12]2[C:7](=[CH:8][C:9]([N+:13]([O-:15])=[O:14])=[CH:10][CH:11]=2)[C:6](=[O:16])[NH:5][C:4]1=[O:17])[CH3:2].[H-].[Na+].Br[CH2:21][CH:22]([O:24][CH3:25])C.O.[CH3:27]N(C=O)C. (4) Given the product [N:46]1[CH:47]=[CH:48][C:49]([CH2:52][N:53]2[CH:57]=[C:56]([C:58]3[C:66]4[C:61](=[N:62][CH:63]=[C:64]([C:67]5[CH:68]=[CH:69][C:70]([CH:73]6[CH2:74][CH2:75][N:76]([C:79]([O:81][C:82]([CH3:85])([CH3:84])[CH3:83])=[O:80])[CH2:77][CH2:78]6)=[CH:71][CH:72]=5)[CH:65]=4)[NH:60][CH:59]=3)[CH:55]=[N:54]2)=[CH:50][CH:51]=1, predict the reactants needed to synthesize it. The reactants are: Cl.FC1C=C(C=CC=1)CN1C=C(C2C3C(=NC=C(C4C=CC(C5CCNCC5)=CC=4)C=3)N(S(C3C=CC(C)=CC=3)(=O)=O)C=2)C=N1.[N:46]1[CH:51]=[CH:50][C:49]([CH2:52][N:53]2[CH:57]=[C:56]([C:58]3[C:66]4[C:61](=[N:62][CH:63]=[C:64]([C:67]5[CH:72]=[CH:71][C:70]([CH:73]6[CH2:78][CH2:77][N:76]([C:79]([O:81][C:82]([CH3:85])([CH3:84])[CH3:83])=[O:80])[CH2:75][CH2:74]6)=[CH:69][CH:68]=5)[CH:65]=4)[N:60](S(C4C=CC(C)=CC=4)(=O)=O)[CH:59]=3)[CH:55]=[N:54]2)=[CH:48][CH:47]=1.[OH-].[Li+]. (5) Given the product [OH:35][CH:34]([CH2:33][CH2:32][O:31][C:30]1[CH:36]=[CH:37][C:27]([C:26]([F:25])([F:38])[F:39])=[CH:28][CH:29]=1)[CH2:17][C:16](=[O:18])[CH:11]([C:4]1[C:5]([CH3:10])=[CH:6][C:7]([CH3:9])=[CH:8][C:3]=1[CH3:19])[C:12]([O:14][CH3:15])=[O:13], predict the reactants needed to synthesize it. The reactants are: [H-].[Na+].[C:3]1([CH3:19])[CH:8]=[C:7]([CH3:9])[CH:6]=[C:5]([CH3:10])[C:4]=1[CH:11]([C:16](=[O:18])[CH3:17])[C:12]([O:14][CH3:15])=[O:13].[Li]CCCC.[F:25][C:26]([F:39])([F:38])[C:27]1[CH:37]=[CH:36][C:30]([O:31][CH2:32][CH2:33][CH:34]=[O:35])=[CH:29][CH:28]=1.